Dataset: NCI-60 drug combinations with 297,098 pairs across 59 cell lines. Task: Regression. Given two drug SMILES strings and cell line genomic features, predict the synergy score measuring deviation from expected non-interaction effect. (1) Drug 1: CC12CCC3C(C1CCC2=O)CC(=C)C4=CC(=O)C=CC34C. Drug 2: CCC1(CC2CC(C3=C(CCN(C2)C1)C4=CC=CC=C4N3)(C5=C(C=C6C(=C5)C78CCN9C7C(C=CC9)(C(C(C8N6C)(C(=O)OC)O)OC(=O)C)CC)OC)C(=O)OC)O.OS(=O)(=O)O. Cell line: MALME-3M. Synergy scores: CSS=55.9, Synergy_ZIP=-4.67, Synergy_Bliss=3.02, Synergy_Loewe=-19.8, Synergy_HSA=3.38. (2) Drug 1: CCCCCOC(=O)NC1=NC(=O)N(C=C1F)C2C(C(C(O2)C)O)O. Drug 2: C1CNP(=O)(OC1)N(CCCl)CCCl. Cell line: SF-268. Synergy scores: CSS=-3.57, Synergy_ZIP=1.12, Synergy_Bliss=-0.800, Synergy_Loewe=-3.31, Synergy_HSA=-3.02. (3) Drug 1: C(=O)(N)NO. Drug 2: COC1=C2C(=CC3=C1OC=C3)C=CC(=O)O2. Cell line: CCRF-CEM. Synergy scores: CSS=20.8, Synergy_ZIP=-4.76, Synergy_Bliss=0.545, Synergy_Loewe=-2.91, Synergy_HSA=-0.671. (4) Drug 1: C1=CC(=CC=C1C#N)C(C2=CC=C(C=C2)C#N)N3C=NC=N3. Drug 2: CS(=O)(=O)CCNCC1=CC=C(O1)C2=CC3=C(C=C2)N=CN=C3NC4=CC(=C(C=C4)OCC5=CC(=CC=C5)F)Cl. Cell line: UO-31. Synergy scores: CSS=5.88, Synergy_ZIP=-3.02, Synergy_Bliss=0.173, Synergy_Loewe=-7.76, Synergy_HSA=-4.72. (5) Drug 1: C1=CC(=CC=C1CC(C(=O)O)N)N(CCCl)CCCl.Cl. Drug 2: CC1C(C(CC(O1)OC2CC(CC3=C2C(=C4C(=C3O)C(=O)C5=C(C4=O)C(=CC=C5)OC)O)(C(=O)CO)O)N)O.Cl. Cell line: U251. Synergy scores: CSS=44.2, Synergy_ZIP=-3.16, Synergy_Bliss=-2.38, Synergy_Loewe=-4.32, Synergy_HSA=0.744. (6) Drug 1: CC1C(C(CC(O1)OC2CC(CC3=C2C(=C4C(=C3O)C(=O)C5=C(C4=O)C(=CC=C5)OC)O)(C(=O)C)O)N)O.Cl. Drug 2: CN(CC1=CN=C2C(=N1)C(=NC(=N2)N)N)C3=CC=C(C=C3)C(=O)NC(CCC(=O)O)C(=O)O. Cell line: SF-539. Synergy scores: CSS=36.9, Synergy_ZIP=2.13, Synergy_Bliss=5.84, Synergy_Loewe=2.00, Synergy_HSA=5.66.